From a dataset of Reaction yield outcomes from USPTO patents with 853,638 reactions. Predict the reaction yield, written as a fraction of the theoretical maximum amount of product (1.0 means a 100% yield; for example, 0.34 means a 34% yield). (1) The product is [CH:1]1([CH2:7][CH2:8][CH2:9][C:10]#[C:11][C:12]2[C:13]([C:17]3[CH2:18][N:19]([CH3:23])[CH2:20][CH2:21][CH:22]=3)=[N:14][NH:15][CH:16]=2)[CH2:6][CH2:5][CH2:4][CH2:3][CH2:2]1. The yield is 0.900. No catalyst specified. The reactants are [CH:1]1([CH2:7][CH2:8][CH2:9][C:10]#[C:11][C:12]2[C:13]([C:17]3[CH:18]=[N:19][CH:20]=[CH:21][CH:22]=3)=[N:14][NH:15][CH:16]=2)[CH2:6][CH2:5][CH2:4][CH2:3][CH2:2]1.[CH3:23]SC1C(C2C=NC=CC=2)=NNC=1. (2) The reactants are [NH2:1][C:2]([NH:4][C:5]1[N:14]=[CH:13][C:12]2[CH:11]=[CH:10][C:9]3[C:15]([C:19]([O:21]CC)=O)=[N:16][N:17]([CH3:18])[C:8]=3[C:7]=2[N:6]=1)=[O:3].CO.C[N:27](C)C=O.[OH-].[NH4+]. No catalyst specified. The product is [NH2:1][C:2]([NH:4][C:5]1[N:14]=[CH:13][C:12]2[CH:11]=[CH:10][C:9]3[C:15]([C:19]([NH2:27])=[O:21])=[N:16][N:17]([CH3:18])[C:8]=3[C:7]=2[N:6]=1)=[O:3]. The yield is 0.500. (3) The reactants are C[Si](C)(C)[N-][Si](C)(C)C.[Li+].[N+:11]([C:14]1[CH:15]=[C:16]([CH2:20][C:21]([O:23][CH3:24])=[O:22])[CH:17]=[CH:18][CH:19]=1)([O-:13])=[O:12].I[CH3:26].[Cl-].[NH4+]. The catalyst is C1COCC1. The product is [N+:11]([C:14]1[CH:15]=[C:16]([CH:20]([CH3:26])[C:21]([O:23][CH3:24])=[O:22])[CH:17]=[CH:18][CH:19]=1)([O-:13])=[O:12]. The yield is 0.300. (4) The reactants are C(OC1C=C2C(=CC=1OC)NC=C2CC(N[C@H]([C:34]1[C:39]([C:40]2[CH:45]=[CH:44][C:43](OC)=[CH:42][CH:41]=2)=[CH:38][CH:37]=CN=1)CC1C=C(F)C=C(F)C=1)=O)C1C=CC=CC=1.C([O:55]C1C=C2C(=CC=1OC)NC=C2CC(O)=O)C1C=CC=CC=1.FC(F)(F)C(O)=O.[NH2:78][C@H:79]([C:89]1[C:94]([C:95]2[CH:96]=[CH:97][C:98]([F:104])=[C:99]([CH:103]=2)[C:100]([NH2:102])=[O:101])=[CH:93][CH:92]=[CH:91][N:90]=1)[CH2:80][C:81]1[CH:86]=[C:85]([F:87])[CH:84]=[C:83]([F:88])[CH:82]=1.FC1C=C(C[C@@H](C2C(C3C=CC(OC)=CC=3)=CC=CN=2)N)C=C(F)C=1. No catalyst specified. The product is [F:87][C:85]1[CH:86]=[C:81]([CH2:80][C@@H:79]([C:89]2[C:94]([C:95]3[CH:96]=[CH:97][C:98]([F:104])=[C:99]([CH:103]=3)[C:100]([NH2:102])=[O:101])=[CH:93][CH:92]=[CH:91][N:90]=2)[NH:78][C:34]([C:39]2([C:40]3[CH:41]=[CH:42][CH:43]=[CH:44][CH:45]=3)[CH2:38][CH2:37]2)=[O:55])[CH:82]=[C:83]([F:88])[CH:84]=1. The yield is 0.300. (5) The reactants are [CH2:1]([O:8][C:9]1[C:10]2[CH:23]=[CH:22][CH:21]=[CH:20][C:11]=2[C:12]2[C@H:13]([CH2:18][Cl:19])[CH2:14][NH:15][C:16]=2[CH:17]=1)[C:2]1[CH:7]=[CH:6][CH:5]=[CH:4][CH:3]=1.N1C=CC=CC=1.[F:30][C:31]([F:42])([F:41])[C:32](O[C:32](=[O:33])[C:31]([F:42])([F:41])[F:30])=[O:33].C(OCC)(=O)C. The catalyst is O. The product is [CH2:1]([O:8][C:9]1[C:10]2[CH:23]=[CH:22][CH:21]=[CH:20][C:11]=2[C:12]2[C@H:13]([CH2:18][Cl:19])[CH2:14][N:15]([C:32](=[O:33])[C:31]([F:42])([F:41])[F:30])[C:16]=2[CH:17]=1)[C:2]1[CH:3]=[CH:4][CH:5]=[CH:6][CH:7]=1. The yield is 0.700.